From a dataset of NCI-60 drug combinations with 297,098 pairs across 59 cell lines. Regression. Given two drug SMILES strings and cell line genomic features, predict the synergy score measuring deviation from expected non-interaction effect. (1) Drug 2: C1CC(=O)NC(=O)C1N2C(=O)C3=CC=CC=C3C2=O. Drug 1: C1CN(CCN1C(=O)CCBr)C(=O)CCBr. Cell line: BT-549. Synergy scores: CSS=18.9, Synergy_ZIP=0.620, Synergy_Bliss=-0.868, Synergy_Loewe=-0.571, Synergy_HSA=1.40. (2) Drug 1: C1=CN(C(=O)N=C1N)C2C(C(C(O2)CO)O)O.Cl. Drug 2: B(C(CC(C)C)NC(=O)C(CC1=CC=CC=C1)NC(=O)C2=NC=CN=C2)(O)O. Cell line: UACC62. Synergy scores: CSS=22.0, Synergy_ZIP=-9.25, Synergy_Bliss=-10.7, Synergy_Loewe=-24.9, Synergy_HSA=-7.64. (3) Drug 1: CCC1=CC2CC(C3=C(CN(C2)C1)C4=CC=CC=C4N3)(C5=C(C=C6C(=C5)C78CCN9C7C(C=CC9)(C(C(C8N6C)(C(=O)OC)O)OC(=O)C)CC)OC)C(=O)OC.C(C(C(=O)O)O)(C(=O)O)O. Drug 2: C1CN(P(=O)(OC1)NCCCl)CCCl. Cell line: NCI-H460. Synergy scores: CSS=51.0, Synergy_ZIP=1.27, Synergy_Bliss=1.21, Synergy_Loewe=-54.3, Synergy_HSA=0.852. (4) Drug 1: CC1=CC=C(C=C1)C2=CC(=NN2C3=CC=C(C=C3)S(=O)(=O)N)C(F)(F)F. Drug 2: CCC1(CC2CC(C3=C(CCN(C2)C1)C4=CC=CC=C4N3)(C5=C(C=C6C(=C5)C78CCN9C7C(C=CC9)(C(C(C8N6C=O)(C(=O)OC)O)OC(=O)C)CC)OC)C(=O)OC)O.OS(=O)(=O)O. Cell line: MOLT-4. Synergy scores: CSS=53.3, Synergy_ZIP=-4.44, Synergy_Bliss=1.45, Synergy_Loewe=2.08, Synergy_HSA=2.30. (5) Drug 1: C1=CC(=CC=C1CC(C(=O)O)N)N(CCCl)CCCl.Cl. Drug 2: C1CNP(=O)(OC1)N(CCCl)CCCl. Cell line: NCIH23. Synergy scores: CSS=20.8, Synergy_ZIP=-3.50, Synergy_Bliss=2.57, Synergy_Loewe=-14.0, Synergy_HSA=0.112. (6) Drug 1: CNC(=O)C1=CC=CC=C1SC2=CC3=C(C=C2)C(=NN3)C=CC4=CC=CC=N4. Drug 2: CN(CCCl)CCCl.Cl. Cell line: OVCAR-4. Synergy scores: CSS=-1.01, Synergy_ZIP=-0.748, Synergy_Bliss=-3.85, Synergy_Loewe=-5.92, Synergy_HSA=-5.85.